Task: Predict which catalyst facilitates the given reaction.. Dataset: Catalyst prediction with 721,799 reactions and 888 catalyst types from USPTO Reactant: Br[C:2]1[CH:7]=[CH:6][C:5]([N+:8]([O-:10])=[O:9])=[CH:4][N:3]=1.[NH:11]1[CH2:16][CH2:15][O:14][CH2:13][CH2:12]1. Product: [N+:8]([C:5]1[CH:6]=[CH:7][C:2]([N:11]2[CH2:16][CH2:15][O:14][CH2:13][CH2:12]2)=[N:3][CH:4]=1)([O-:10])=[O:9]. The catalyst class is: 4.